From a dataset of Forward reaction prediction with 1.9M reactions from USPTO patents (1976-2016). Predict the product of the given reaction. (1) Given the reactants [CH3:1][O:2][C:3]([C:5]1[N:6]=[C:7](Br)[C:8]2[C:13]([C:14]=1[OH:15])=[CH:12][CH:11]=[C:10]([S:16][C:17]1[CH:22]=[CH:21][CH:20]=[CH:19][CH:18]=1)[CH:9]=2)=[O:4].[C:24]([Cu])#[N:25], predict the reaction product. The product is: [CH3:1][O:2][C:3]([C:5]1[N:6]=[C:7]([C:24]#[N:25])[C:8]2[C:13]([C:14]=1[OH:15])=[CH:12][CH:11]=[C:10]([S:16][C:17]1[CH:22]=[CH:21][CH:20]=[CH:19][CH:18]=1)[CH:9]=2)=[O:4]. (2) Given the reactants [F:1][C:2]1[CH:7]=[CH:6][CH:5]=[CH:4][C:3]=1[C@H:8]1[CH2:10][C@@H:9]1[CH2:11][OH:12].Cl[C:14]1[CH:19]=[CH:18][N:17]2[C:20]([CH2:23][CH:24]3[CH2:26][CH2:25]3)=[N:21][N:22]=[C:16]2[C:15]=1[C:27]([F:30])([F:29])[F:28], predict the reaction product. The product is: [CH:24]1([CH2:23][C:20]2[N:17]3[CH:18]=[CH:19][C:14]([O:12][CH2:11][C@H:9]4[CH2:10][C@@H:8]4[C:3]4[CH:4]=[CH:5][CH:6]=[CH:7][C:2]=4[F:1])=[C:15]([C:27]([F:28])([F:29])[F:30])[C:16]3=[N:22][N:21]=2)[CH2:26][CH2:25]1. (3) Given the reactants I[C:2]1[C:10]2[C:5](=[N:6][CH:7]=[N:8][C:9]=2[NH2:11])[N:4]([CH:12]([C:14]2[CH:15]=[C:16]3[N:21]([C:22]=2[C:23]2[CH:28]=[CH:27][CH:26]=[CH:25][N:24]=2)[CH:20]=[C:19]([CH3:29])[CH:18]=[CH:17]3)[CH3:13])[N:3]=1.[F:30][C:31]1[CH:32]=[C:33](B(O)O)[CH:34]=[C:35]([OH:37])[CH:36]=1.CCO.C([O-])([O-])=O.[Na+].[Na+], predict the reaction product. The product is: [NH2:11][C:9]1[N:8]=[CH:7][N:6]=[C:5]2[N:4]([CH:12]([C:14]3[CH:15]=[C:16]4[N:21]([C:22]=3[C:23]3[CH:28]=[CH:27][CH:26]=[CH:25][N:24]=3)[CH:20]=[C:19]([CH3:29])[CH:18]=[CH:17]4)[CH3:13])[N:3]=[C:2]([C:33]3[CH:34]=[C:35]([OH:37])[CH:36]=[C:31]([F:30])[CH:32]=3)[C:10]=12. (4) Given the reactants Cl[CH2:2][O:3][CH2:4][C:5]1[CH:10]=[CH:9][CH:8]=[CH:7][CH:6]=1.[C:11]([O:15][C:16]([C@@:18]1([CH2:32][CH:33]=[CH2:34])[CH2:22][C:21](=[O:23])[N:20]([C@@H:24]([C:26]2[CH:31]=[CH:30][CH:29]=[CH:28][CH:27]=2)[CH3:25])[CH2:19]1)=[O:17])([CH3:14])([CH3:13])[CH3:12].C[Si](C)(C)[N-][Si](C)(C)C.[Li+].[Cl-].[NH4+], predict the reaction product. The product is: [C:11]([O:15][C:16]([C@@:18]1([CH2:32][CH:33]=[CH2:34])[C@@H:22]([CH2:2][O:3][CH2:4][C:5]2[CH:10]=[CH:9][CH:8]=[CH:7][CH:6]=2)[C:21](=[O:23])[N:20]([C@@H:24]([C:26]2[CH:27]=[CH:28][CH:29]=[CH:30][CH:31]=2)[CH3:25])[CH2:19]1)=[O:17])([CH3:14])([CH3:13])[CH3:12]. (5) Given the reactants [CH3:1][C:2]1[C:10]([C:11]2[CH:12]=[CH:13][C:14]([NH2:17])=[N:15][CH:16]=2)=[CH:9][C:8]2[CH2:7][CH2:6][O:5][C:4]=2[CH:3]=1.[Cl:18][C:19]1[CH:27]=[CH:26][CH:25]=[CH:24][C:20]=1[C:21](Cl)=[O:22], predict the reaction product. The product is: [Cl:18][C:19]1[CH:27]=[CH:26][CH:25]=[CH:24][C:20]=1[C:21]([NH:17][C:14]1[CH:13]=[CH:12][C:11]([C:10]2[C:2]([CH3:1])=[CH:3][C:4]3[O:5][CH2:6][CH2:7][C:8]=3[CH:9]=2)=[CH:16][N:15]=1)=[O:22]. (6) The product is: [F:19][C:16]1[CH:17]=[CH:18][C:13]([C:10]([CH3:12])([CH3:11])[CH2:9][NH:8][C:5]2[N:6]=[N:7][C:2]([CH:20]=[CH2:21])=[CH:3][CH:4]=2)=[CH:14][CH:15]=1. Given the reactants Cl[C:2]1[N:7]=[N:6][C:5]([NH:8][CH2:9][C:10]([C:13]2[CH:18]=[CH:17][C:16]([F:19])=[CH:15][CH:14]=2)([CH3:12])[CH3:11])=[CH:4][CH:3]=1.[CH:20](B1OB(C=C)OB(C=C)O1)=[CH2:21].C(=O)([O-])[O-].[K+].[K+].O1CCOCC1, predict the reaction product. (7) Given the reactants [NH2:1][C:2]1[CH:29]=[CH:28][C:5]([C:6]([NH:8][C:9]2[S:13][C:12]([NH:14][C:15]3[CH:24]=[CH:23][C:22]4[C:17](=[CH:18][CH:19]=[CH:20][CH:21]=4)[CH:16]=3)=[N:11][C:10]=2[C:25]([NH2:27])=[O:26])=[O:7])=[CH:4][CH:3]=1.CCN(CC)CC.[C:37]([O:40][CH2:41][C:42](Cl)=[O:43])(=[O:39])[CH3:38], predict the reaction product. The product is: [C:37]([O:40][CH2:41][C:42]([NH:1][C:2]1[CH:29]=[CH:28][C:5]([C:6]([NH:8][C:9]2[S:13][C:12]([NH:14][C:15]3[CH:24]=[CH:23][C:22]4[C:17](=[CH:18][CH:19]=[CH:20][CH:21]=4)[CH:16]=3)=[N:11][C:10]=2[C:25]([NH2:27])=[O:26])=[O:7])=[CH:4][CH:3]=1)=[O:43])(=[O:39])[CH3:38].